Task: Predict the product of the given reaction.. Dataset: Forward reaction prediction with 1.9M reactions from USPTO patents (1976-2016) Given the reactants [Na:1].CC1(C)O[C@H]([CH2:8][O:9][C:10]2[CH:15]=[CH:14][N:13]=[C:12]([CH2:16][S:17]([C:19]3[NH:23][C:22]4[CH:24]=[CH:25][CH:26]=[CH:27][C:21]=4[N:20]=3)=[O:18])[C:11]=2[CH3:28])CO1.[O:30]1[C:34]2([CH2:38][CH2:37][CH2:36][CH:35]2CO)[O:33][CH2:32][CH2:31]1, predict the reaction product. The product is: [Na:1].[O:30]1[C:34]2([CH2:38][CH2:37][CH2:36][CH:35]2[CH2:8][O:9][C:10]2[CH:15]=[CH:14][N:13]=[C:12]([CH2:16][S:17]([C:19]3[NH:20][C:21]4[CH:27]=[CH:26][CH:25]=[CH:24][C:22]=4[N:23]=3)=[O:18])[C:11]=2[CH3:28])[O:33][CH2:32][CH2:31]1.